This data is from Full USPTO retrosynthesis dataset with 1.9M reactions from patents (1976-2016). The task is: Predict the reactants needed to synthesize the given product. (1) Given the product [CH2:1]([O:8][C:9]1[CH:10]=[C:11]([CH2:17][CH:18]([NH:23][CH:24]=[O:25])[C:19]([CH3:20])([CH3:22])[CH3:21])[CH:12]=[CH:13][C:14]=1[O:15][CH3:16])[C:2]1[CH:3]=[CH:4][CH:5]=[CH:6][CH:7]=1, predict the reactants needed to synthesize it. The reactants are: [CH2:1]([O:8][C:9]1[CH:10]=[C:11]([CH2:17][CH:18]([NH2:23])[C:19]([CH3:22])([CH3:21])[CH3:20])[CH:12]=[CH:13][C:14]=1[O:15][CH3:16])[C:2]1[CH:7]=[CH:6][CH:5]=[CH:4][CH:3]=1.[CH:24](O)=[O:25]. (2) Given the product [NH:25]([C:34]([O:36][CH2:37][CH2:38][C:39]1[CH:44]=[CH:43][C:42]([NH:45][C:10]([C:8]2[N:9]=[C:5]([NH:4][C:1](=[O:3])[CH3:2])[S:6][CH:7]=2)=[O:12])=[CH:41][CH:40]=1)=[O:35])[NH:26][C:27]([O:29][C:30]([CH3:32])([CH3:33])[CH3:31])=[O:28], predict the reactants needed to synthesize it. The reactants are: [C:1]([NH:4][C:5]1[S:6][CH:7]=[C:8]([C:10]([OH:12])=O)[N:9]=1)(=[O:3])[CH3:2].C(N1C=CN=C1)(N1C=CN=C1)=O.[NH:25]([C:34]([O:36][CH2:37][CH2:38][C:39]1[CH:44]=[CH:43][C:42]([NH2:45])=[CH:41][CH:40]=1)=[O:35])[NH:26][C:27]([O:29][C:30]([CH3:33])([CH3:32])[CH3:31])=[O:28].O. (3) The reactants are: [F:1][C:2]([F:12])([C:7]1[CH:11]=[CH:10][NH:9][N:8]=1)[C:3]([F:6])([F:5])[F:4].[OH-].[Na+].[Br:15]Br. Given the product [Br:15][C:11]1[C:7]([C:2]([F:1])([F:12])[C:3]([F:6])([F:5])[F:4])=[N:8][NH:9][CH:10]=1, predict the reactants needed to synthesize it. (4) Given the product [F:1][C:2]1[C:11]2[C:6](=[CH:7][CH:8]=[CH:9][CH:10]=2)[CH:5]=[N:4][C:3]=1[O:12][S:22]([C:21]([F:34])([F:33])[F:20])(=[O:24])=[O:23], predict the reactants needed to synthesize it. The reactants are: [F:1][C:2]1[C:11]2[C:6](=[CH:7][CH:8]=[CH:9][CH:10]=2)[CH:5]=[N:4][C:3]=1[OH:12].C(N(CC)CC)C.[F:20][C:21]([F:34])([F:33])[S:22](O[S:22]([C:21]([F:34])([F:33])[F:20])(=[O:24])=[O:23])(=[O:24])=[O:23]. (5) Given the product [NH:7]1[C:8]2[C:26]3[C:17]([CH:16]=[CH:15][C:9]=2[N:10]=[N:20]1)=[CH:32][CH:33]=[CH:24][CH:25]=3, predict the reactants needed to synthesize it. The reactants are: Cl.Cl.NC1NC2[NH:7][CH2:8][CH:9]([CH:15](O)[CH:16](O)[CH3:17])[NH:10]C=2C(=O)N=1.[N:20]([O-])=O.N[C:24]1[C:33](N)=[CH:32][C:32]2[C:26](=[CH:26][CH:25]=[CH:24][CH:33]=2)[CH:25]=1. (6) Given the product [Cl:1][C:2]1[CH:10]=[CH:9][C:8]2[N:7](/[CH:11]=[C:12](/[C:14]3[CH:19]=[CH:18][N:17]=[CH:16][CH:15]=3)\[CH3:13])[C:6]3[CH2:21][CH2:22][N:23]([CH3:25])[CH2:24][C:5]=3[C:4]=2[C:3]=1[Cl:26], predict the reactants needed to synthesize it. The reactants are: [Cl:1][C:2]1[CH:10]=[CH:9][C:8]2[N:7]([CH2:11][C:12](O)([C:14]3[CH:19]=[CH:18][N:17]=[CH:16][CH:15]=3)[CH3:13])[CH:6]3[CH2:21][CH2:22][N:23]([CH3:25])[CH2:24][CH:5]3[C:4]=2[C:3]=1[Cl:26].[OH-].[K+].